Dataset: Peptide-MHC class I binding affinity with 185,985 pairs from IEDB/IMGT. Task: Regression. Given a peptide amino acid sequence and an MHC pseudo amino acid sequence, predict their binding affinity value. This is MHC class I binding data. (1) The peptide sequence is LLFLLLADA. The MHC is HLA-A02:02 with pseudo-sequence HLA-A02:02. The binding affinity (normalized) is 0.477. (2) The peptide sequence is QVKRREGMF. The MHC is HLA-B48:01 with pseudo-sequence HLA-B48:01. The binding affinity (normalized) is 0.0847. (3) The peptide sequence is AFPTSCHMFIICF. The MHC is HLA-A26:01 with pseudo-sequence HLA-A26:01. The binding affinity (normalized) is 0.0434. (4) The peptide sequence is FQQLNKRLL. The MHC is H-2-Kb with pseudo-sequence H-2-Kb. The binding affinity (normalized) is 0.159.